From a dataset of Full USPTO retrosynthesis dataset with 1.9M reactions from patents (1976-2016). Predict the reactants needed to synthesize the given product. (1) Given the product [ClH:46].[C:34]([C:31]1[CH:30]=[CH:29][C:28]([CH2:27][CH:15]([NH:16][S:17]([C:20]2[CH:25]=[CH:24][CH:23]=[CH:22][C:21]=2[F:26])(=[O:18])=[O:19])[C:11]2[N:10]=[C:9]([NH:8][CH2:38][C:39]([OH:41])=[O:40])[CH:14]=[CH:13][CH:12]=2)=[CH:33][CH:32]=1)([CH3:37])([CH3:35])[CH3:36], predict the reactants needed to synthesize it. The reactants are: C(OC([N:8]([CH2:38][C:39]([O:41]C(C)(C)C)=[O:40])[C:9]1[CH:14]=[CH:13][CH:12]=[C:11]([CH:15]([CH2:27][C:28]2[CH:33]=[CH:32][C:31]([C:34]([CH3:37])([CH3:36])[CH3:35])=[CH:30][CH:29]=2)[NH:16][S:17]([C:20]2[CH:25]=[CH:24][CH:23]=[CH:22][C:21]=2[F:26])(=[O:19])=[O:18])[N:10]=1)=O)(C)(C)C.[ClH:46].O1CCOCC1. (2) Given the product [CH3:37][O:38][C:39]([C:41]1([C:47]2[CH:52]=[CH:51][CH:50]=[CH:49][CH:48]=2)[CH2:42][CH2:43][N:44]([C:11](=[O:13])[C:10]2[CH:9]=[CH:8][C:7]([C:5]3[O:4][N:3]=[C:2]([CH3:1])[N:6]=3)=[CH:15][CH:14]=2)[CH2:45][CH2:46]1)=[O:40], predict the reactants needed to synthesize it. The reactants are: [CH3:1][C:2]1[N:6]=[C:5]([C:7]2[CH:15]=[CH:14][C:10]([C:11]([OH:13])=O)=[CH:9][CH:8]=2)[O:4][N:3]=1.C(Cl)CCl.C1C=CC2N(O)N=NC=2C=1.C(N(CC)CC)C.[CH3:37][O:38][C:39]([C:41]1([C:47]2[CH:52]=[CH:51][CH:50]=[CH:49][CH:48]=2)[CH2:46][CH2:45][NH:44][CH2:43][CH2:42]1)=[O:40]. (3) The reactants are: [Cl:1][C:2]1[CH:3]=[N:4][N:5]([CH3:15])[C:6]=1[C:7]1[S:8][CH:9]=[C:10]([C:12]([OH:14])=O)[N:11]=1.[NH2:16][C@@H:17]([CH2:30][C:31]1[CH:36]=[CH:35][CH:34]=[C:33]([F:37])[CH:32]=1)[CH2:18][N:19]1[C:27](=[O:28])[C:26]2[C:21](=[CH:22][CH:23]=[CH:24][CH:25]=2)[C:20]1=[O:29].C(N(CC)C(C)C)(C)C.F[P-](F)(F)(F)(F)F.Br[P+](N1CCCC1)(N1CCCC1)N1CCCC1. Given the product [Cl:1][C:2]1[CH:3]=[N:4][N:5]([CH3:15])[C:6]=1[C:7]1[S:8][CH:9]=[C:10]([C:12]([NH:16][C@@H:17]([CH2:30][C:31]2[CH:36]=[CH:35][CH:34]=[C:33]([F:37])[CH:32]=2)[CH2:18][N:19]2[C:27](=[O:28])[C:26]3[C:21](=[CH:22][CH:23]=[CH:24][CH:25]=3)[C:20]2=[O:29])=[O:14])[N:11]=1, predict the reactants needed to synthesize it. (4) Given the product [Br:1][C:2]1[C:3]2[CH:12]=[C:11]([I:13])[N:10]([S:14]([C:17]3[CH:23]=[CH:22][C:20]([CH3:21])=[CH:19][CH:18]=3)(=[O:15])=[O:16])[C:4]=2[C:5](=[O:8])[NH:6][CH:7]=1, predict the reactants needed to synthesize it. The reactants are: [Br:1][C:2]1[CH:7]=[N:6][C:5]([O:8]C)=[C:4]2[N:10]([S:14]([C:17]3[CH:23]=[CH:22][C:20]([CH3:21])=[CH:19][CH:18]=3)(=[O:16])=[O:15])[C:11]([I:13])=[CH:12][C:3]=12.[I-].[Na+].Cl[Si](C)(C)C.O. (5) Given the product [Br:1][C:2]1[CH:3]=[C:4]([C:8]([NH:11][C:12]2[CH:17]=[CH:16][C:15]([I:18])=[CH:14][C:13]=2[F:19])=[CH:9][N:10]=1)[C:5]([NH:20][CH2:21][CH2:22][CH2:23][OH:24])=[O:7], predict the reactants needed to synthesize it. The reactants are: [Br:1][C:2]1[CH:3]=[C:4]([C:8]([NH:11][C:12]2[CH:17]=[CH:16][C:15]([I:18])=[CH:14][C:13]=2[F:19])=[CH:9][N:10]=1)[C:5]([OH:7])=O.[NH2:20][CH2:21][CH2:22][CH2:23][OH:24]. (6) Given the product [CH2:1]([O:3][C:4](=[O:15])[CH:5]([C:6](=[O:7])[C:8]1[CH:13]=[CH:12][CH:11]=[C:10]([Cl:14])[CH:9]=1)[CH2:19][C:20](=[O:21])[C:22]1[CH:27]=[CH:26][CH:25]=[CH:24][CH:23]=1)[CH3:2], predict the reactants needed to synthesize it. The reactants are: [CH2:1]([O:3][C:4](=[O:15])[CH2:5][C:6]([C:8]1[CH:13]=[CH:12][CH:11]=[C:10]([Cl:14])[CH:9]=1)=[O:7])[CH3:2].[H-].[Na+].Br[CH2:19][C:20]([C:22]1[CH:27]=[CH:26][CH:25]=[CH:24][CH:23]=1)=[O:21]. (7) Given the product [C:25]1([CH2:24][O:23][C:21]([NH:1][CH2:2][CH:3]2[CH2:6][N:5]([C:7]([O:9][C:10]([CH3:13])([CH3:12])[CH3:11])=[O:8])[CH2:4]2)=[O:22])[CH:30]=[CH:29][CH:28]=[CH:27][CH:26]=1, predict the reactants needed to synthesize it. The reactants are: [NH2:1][CH2:2][CH:3]1[CH2:6][N:5]([C:7]([O:9][C:10]([CH3:13])([CH3:12])[CH3:11])=[O:8])[CH2:4]1.C(N(CC)CC)C.[C:21](C(CC(N)=O)C(N)=O)([O:23][CH2:24][C:25]1[CH:30]=[CH:29][CH:28]=[CH:27][CH:26]=1)=[O:22]. (8) Given the product [CH2:25]([S:12]/[C:11](/[NH:13][C:14](=[O:18])[O:15][CH2:16][CH3:17])=[N:10]/[C:5]1[CH:6]=[CH:7][CH:8]=[CH:9][C:4]=1[CH:1]([CH3:3])[CH3:2])[CH3:26], predict the reactants needed to synthesize it. The reactants are: [CH:1]([C:4]1[CH:9]=[CH:8][CH:7]=[CH:6][C:5]=1[NH:10][C:11]([NH:13][C:14](=[O:18])[O:15][CH2:16][CH3:17])=[S:12])([CH3:3])[CH3:2].C(=O)([O-])[O-].[K+].[K+].[CH2:25](I)[CH3:26].